Dataset: Forward reaction prediction with 1.9M reactions from USPTO patents (1976-2016). Task: Predict the product of the given reaction. (1) Given the reactants [CH2:1]([N:8]1[C:12]2[CH:13]=[CH:14][CH:15]=[CH:16][C:11]=2[NH:10][C:9]1=[O:17])[C:2]1[CH:7]=[CH:6][CH:5]=[CH:4][CH:3]=1.[H-].[Na+].Br[CH2:21][C:22]([O:24][C:25]([CH3:28])([CH3:27])[CH3:26])=[O:23].O, predict the reaction product. The product is: [C:25]([O:24][C:22](=[O:23])[CH2:21][N:10]1[C:11]2[CH:16]=[CH:15][CH:14]=[CH:13][C:12]=2[N:8]([CH2:1][C:2]2[CH:3]=[CH:4][CH:5]=[CH:6][CH:7]=2)[C:9]1=[O:17])([CH3:28])([CH3:27])[CH3:26]. (2) The product is: [CH2:17]([O:21][CH2:22][CH2:23][O:24][C:25]1[CH:26]=[CH:27][C:28]([C:31]2[CH:38]=[C:35](/[CH:36]=[CH:11]/[C:12]([O:14][CH2:15][CH3:16])=[O:13])[C:34]([N:39]3[CH2:43][CH2:42][CH2:41][CH2:40]3)=[N:33][CH:32]=2)=[CH:29][CH:30]=1)[CH2:18][CH2:19][CH3:20]. Given the reactants [H-].[Na+].C(OP([CH2:11][C:12]([O:14][CH2:15][CH3:16])=[O:13])(OCC)=O)C.[CH2:17]([O:21][CH2:22][CH2:23][O:24][C:25]1[CH:30]=[CH:29][C:28]([C:31]2[CH:32]=[N:33][C:34]([N:39]3[CH2:43][CH2:42][CH2:41][CH2:40]3)=[C:35]([CH:38]=2)[CH:36]=O)=[CH:27][CH:26]=1)[CH2:18][CH2:19][CH3:20], predict the reaction product.